This data is from Catalyst prediction with 721,799 reactions and 888 catalyst types from USPTO. The task is: Predict which catalyst facilitates the given reaction. Reactant: [Cl:1][C:2]1[CH:7]=[C:6]([Cl:8])[CH:5]=[CH:4][C:3]=1[C:9]1[N:14]=[C:13](SCC)[N:12]2[CH:18]=[CH:19][N:20]=[C:11]2[CH:10]=1.[OH-:21].[K+].Cl.[Cl-].[NH4+]. Product: [Cl:1][C:2]1[CH:7]=[C:6]([Cl:8])[CH:5]=[CH:4][C:3]=1[C:9]1[N:14]=[C:13]([OH:21])[N:12]2[CH:18]=[CH:19][N:20]=[C:11]2[CH:10]=1. The catalyst class is: 24.